This data is from Experimentally validated miRNA-target interactions with 360,000+ pairs, plus equal number of negative samples. The task is: Binary Classification. Given a miRNA mature sequence and a target amino acid sequence, predict their likelihood of interaction. (1) The miRNA is hsa-miR-4798-5p with sequence UUCGGUAUACUUUGUGAAUUGG. The protein sequence of the target gene is MSRSRHARPSRLVRKEDVNKKKKNSQLRKTTKGANKNVASVKTLSPGKLKQLIQERDVKKKTEPKPPVPVRSLLTRAGAARMNLDRTEVLFQNPESLTCNGFTMALRSTSLSRRLSQPPLVVAKSKKVPLSKGLEKQHDCDYKILPALGVKHSENDSVPMQDTQVLPDIETLIGVQNPSLLKGKSQETTQFWSQRVEDSKINIPTHSGPAAEILPGPLEGTRCGEGLFSEETLNDTSGSPKMFAQDTVCAPFPQRATPKVTSQGNPSIQLEELGSRVESLKLSDSYLDPIKSEHDCYPTS.... Result: 0 (no interaction). (2) The miRNA is hsa-miR-5695 with sequence ACUCCAAGAAGAAUCUAGACAG. The protein sequence of the target gene is MFRSTRTTDQWRVGERLQCPAGHARAALARTADGGAVGPFKCVFVGEMAAQVGAVRVVRAVAAQEEPDKEGKEKPHVGVSPRGVKRQRRASSGGSQEKRGRPSQDPPLAPPHRRRRSRQHPGPLPPTNAAPTVPGPVEPLLLPPPPPPSLAPAGPTVAAPLPAPGTSALFTFSPLTVSAAGPKHKGHKERHKHHHHRGSDGDPGACVPGDLKHKDKQENGERSGGVPLIKAPKRETADENGKTQRADDFVLKKIKKKKKKKHREDMRGRRLKMYNKEVQTVCAGLTRISKEILTQGQLNS.... Result: 0 (no interaction). (3) The miRNA is hsa-miR-877-5p with sequence GUAGAGGAGAUGGCGCAGGG. The protein sequence of the target gene is MAVADLALIPDVDIDSDGVFKYVLIRVHSAPRSGAPAAESKEIVRGYKWAEYHADIYDKVSGDMQKQGCDCECLGGGRISHQSQDKKIHVYGYSMAYGPAQHAISTEKIKAKYPDYEVTWANDGY. Result: 1 (interaction). (4) The miRNA is hsa-miR-3175 with sequence CGGGGAGAGAACGCAGUGACGU. The protein sequence of the target gene is MFLVGLTGGIASGKSSVIQVFQQLGCAVIDVDVMARHVVQPGYPAHRRIVEVFGTEVLLENGDINRKVLGDLIFNQPDRRQLLNAITHPEIRKEMMKETFKYFLRGYRYVILDIPLLFETKKLLKYMKHTVVVYCDRDTQLARLMRRNSLNRKDAEARINAQLPLTDKARMARHVLDNSGEWSVTKRQVILLHTELERSLEYLPLRFGVLTGLAAIASLLYLLTHYLLPYA. Result: 1 (interaction). (5) The miRNA is mmu-miR-344e-3p with sequence GAUAUAACCAAAGCCUGACUAU. The protein sequence of the target gene is METKFQRWVRVTVLRGCVGCRTVAVPATATGRDLKERIFAETSFPVAEQRLWRGDREVPDWIKIGDLTSKTCHLFVNLQSKGLKGGGRFGQTTPPLVDFLKDILRRYPEGGQILKELIQNAEDAGATEVKFLYDETQYGTETLWSKDMAQYQGSALYVYNNAVFTPEDWHGIQEIARSRKKDDPLKVGRFGIGFNSVYHITDVPCIFSGDQIGMLDPHQTLFGPHESGQCWNLKDDIKEINELPDQFAPFIGVFGSTKETFTNGSFPGTFFRFPLRLQPSQLSSNLYTKQKVLELFDSFR.... Result: 0 (no interaction).